This data is from Experimentally validated miRNA-target interactions with 360,000+ pairs, plus equal number of negative samples. The task is: Binary Classification. Given a miRNA mature sequence and a target amino acid sequence, predict their likelihood of interaction. (1) The miRNA is hsa-miR-1468-3p with sequence AGCAAAAUAAGCAAAUGGAAAA. The protein sequence of the target gene is MACPLDQAIGLLVAIFHKYSGKEGDKHTLSKKELKELIQKELTIGSKLQDAEIARLMDDLDRNKDQEVNFQEYVAFLGALALIYNEALK. Result: 0 (no interaction). (2) The miRNA is hsa-miR-4751 with sequence AGAGGACCCGUAGCUGCUAGAAGG. The protein sequence of the target gene is MNYLRRRLSDSNFMANLPNGYMTDLQRPQPPPPPPSAASPGATPGSATASAERASTAAPVASPAAPSPGSSGGGGFFSSLSNAVKQTTAAAAATFSEQVGGGSGGAGRGGAAARVLLVIDEPHTDWAKYFKGKKIHGEIDIKVEQAEFSDLNLVAHANGGFSVDMEVLRNGVKVVRSLKPDFVLIRQHAFSMARNGDYRSLVIGLQYAGIPSVNSLHSVYNFCDKPWVFAQMVRLHKKLGTEEFPLIDQTFYPNHKEMLSSTTYPVVVKMGHAHSGMGKVKVDNQHDFQDIASVVALTKT.... Result: 0 (no interaction). (3) The miRNA is hsa-miR-1281 with sequence UCGCCUCCUCCUCUCCC. The protein sequence of the target gene is MGSPGMVLGLLVQIWALQEASSLSVQQGPNLLQVRQGSQATLVCQVDQATAWERLRVKWTKDGAILCQPYITNGSLSLGVCGPQGRLSWQAPSHLTLQLDPVSLNHSGAYVCWAAVEIPELEEAEGNITRLFVDPDDPTQNRNRIASFPGFLFVLLGVGSMGVAAIVWGAWFWGRRSCQQRDSGNSPGNAFYSNVLYRPRGAPKKSEDCSGEGKDQRGQSIYSTSFPQPAPRQPHLASRPCPSPRPCPSPRPGHPVSMVRVSPRPSPTQQPRPKGFPKVGEE. Result: 1 (interaction). (4) The miRNA is hsa-miR-1229-3p with sequence CUCUCACCACUGCCCUCCCACAG. The protein sequence of the target gene is MAAAAMAAAAGGGAGAARSLSRFRGCLAGALLGDCVGSFYEAHDTVDLTSVLRHVQSLEPDPGTPGSERTEALYYTDDTAMARALVQSLLAKEAFDEVDMAHRFAQEYKKDPDRGYGAGVVTVFKKLLNPKCRDVFEPARAQFNGKGSYGNGGAMRVAGISLAYSSVQDVQKFARLSAQLTHASSLGYNGAILQALAVHLALQGESSSEHFLKQLLGHMEDLEGDAQSVLDARELGMEERPYSSRLKKIGELLDQASVTREEVVSELGNGIAAFESVPTAIYCFLRCMEPDPEIPSAFNS.... Result: 1 (interaction).